This data is from CYP1A2 inhibition data for predicting drug metabolism from PubChem BioAssay. The task is: Regression/Classification. Given a drug SMILES string, predict its absorption, distribution, metabolism, or excretion properties. Task type varies by dataset: regression for continuous measurements (e.g., permeability, clearance, half-life) or binary classification for categorical outcomes (e.g., BBB penetration, CYP inhibition). Dataset: cyp1a2_veith. The drug is CC(C)N=c1cc2n(-c3ccc(Cl)cc3)c3ccccc3nc-2cc1Nc1ccc(Cl)cc1. The result is 0 (non-inhibitor).